Dataset: NCI-60 drug combinations with 297,098 pairs across 59 cell lines. Task: Regression. Given two drug SMILES strings and cell line genomic features, predict the synergy score measuring deviation from expected non-interaction effect. (1) Synergy scores: CSS=8.06, Synergy_ZIP=-4.46, Synergy_Bliss=1.46, Synergy_Loewe=-20.9, Synergy_HSA=0.221. Drug 2: C1=CC=C(C(=C1)C(C2=CC=C(C=C2)Cl)C(Cl)Cl)Cl. Cell line: MALME-3M. Drug 1: C1=NC2=C(N1)C(=S)N=C(N2)N. (2) Cell line: NCI-H322M. Synergy scores: CSS=3.23, Synergy_ZIP=-0.605, Synergy_Bliss=-1.01, Synergy_Loewe=1.01, Synergy_HSA=-2.28. Drug 2: C1=NC2=C(N=C(N=C2N1C3C(C(C(O3)CO)O)F)Cl)N. Drug 1: C(=O)(N)NO. (3) Drug 1: C1CCC(CC1)NC(=O)N(CCCl)N=O. Drug 2: C#CCC(CC1=CN=C2C(=N1)C(=NC(=N2)N)N)C3=CC=C(C=C3)C(=O)NC(CCC(=O)O)C(=O)O. Cell line: HCC-2998. Synergy scores: CSS=7.70, Synergy_ZIP=-0.970, Synergy_Bliss=2.26, Synergy_Loewe=0.238, Synergy_HSA=-0.273.